This data is from Catalyst prediction with 721,799 reactions and 888 catalyst types from USPTO. The task is: Predict which catalyst facilitates the given reaction. (1) Reactant: [CH3:1][C:2]1[S:6][C:5](=[NH:7])[N:4]([C:8]2[CH:21]=[CH:20][C:11]3[O:12][C:13]([F:19])([F:18])[C:14]([F:17])([F:16])[O:15][C:10]=3[CH:9]=2)[CH:3]=1.C(N(CC)CC)C.[N:29]1([C:35](Cl)=[O:36])[CH2:34][CH2:33][CH2:32][CH2:31][CH2:30]1. Product: [CH3:1][C:2]1[S:6]/[C:5](=[N:7]\[C:35]([N:29]2[CH2:34][CH2:33][CH2:32][CH2:31][CH2:30]2)=[O:36])/[N:4]([C:8]2[CH:21]=[CH:20][C:11]3[O:12][C:13]([F:19])([F:18])[C:14]([F:16])([F:17])[O:15][C:10]=3[CH:9]=2)[CH:3]=1. The catalyst class is: 10. (2) Reactant: [C:1]1([NH:7][C@@H:8]2[CH2:13][CH2:12][CH2:11][CH2:10][C@@H:9]2[NH:14]C(OC(C)(C)C)=O)[CH:6]=[CH:5][CH:4]=[CH:3][CH:2]=1.FC(F)(F)C(O)=O. Product: [C:1]1([NH:7][C@@H:8]2[CH2:13][CH2:12][CH2:11][CH2:10][C@@H:9]2[NH2:14])[CH:2]=[CH:3][CH:4]=[CH:5][CH:6]=1. The catalyst class is: 2. (3) Reactant: [H-].[Na+].[NH:3]1[C:12]2[C:7](=[CH:8][CH:9]=[CH:10][CH:11]=2)[CH2:6][CH2:5][C:4]1=[O:13].[Br:14][CH2:15][CH2:16][CH2:17]Br. Product: [Br:14][CH2:15][CH2:16][CH2:17][N:3]1[C:12]2[C:7](=[CH:8][CH:9]=[CH:10][CH:11]=2)[CH2:6][CH2:5][C:4]1=[O:13]. The catalyst class is: 9. (4) The catalyst class is: 133. Product: [Br:6][C:7]1[C:8]([CH3:14])=[N:9][C:10]([Br:3])=[CH:11][CH:12]=1. Reactant: P(Br)(Br)([Br:3])=O.[Br:6][C:7]1[C:8]([CH3:14])=[N:9][C:10](O)=[CH:11][CH:12]=1.N1C=CC=CC=1.C(=O)(O)[O-].[Na+]. (5) Reactant: C[O:2][C:3]([C:5]1[O:9][N:8]=[C:7]([O:10][CH2:11][CH2:12][CH2:13][N:14]2[CH2:19][CH2:18][CH2:17][CH2:16][CH2:15]2)[CH:6]=1)=O.[BH4-].[Na+]. Product: [N:14]1([CH2:13][CH2:12][CH2:11][O:10][C:7]2[CH:6]=[C:5]([CH2:3][OH:2])[O:9][N:8]=2)[CH2:19][CH2:18][CH2:17][CH2:16][CH2:15]1. The catalyst class is: 14.